From a dataset of Reaction yield outcomes from USPTO patents with 853,638 reactions. Predict the reaction yield, written as a fraction of the theoretical maximum amount of product (1.0 means a 100% yield; for example, 0.34 means a 34% yield). (1) The reactants are [C:1]([C:5]1[CH:10]=[CH:9][C:8]([C:11]2[S:15][CH:14]=[C:13]([C:16](=[N:18][NH:19][C:20]([NH:22][C:23]3[S:27][C:26]([C:28]([O:30]C)=[O:29])=[CH:25][CH:24]=3)=[S:21])[CH3:17])[C:12]=2[OH:32])=[CH:7][CH:6]=1)([CH3:4])([CH3:3])[CH3:2].[OH-].[Na+].Cl. The catalyst is C(O)(C)C. The product is [C:1]([C:5]1[CH:10]=[CH:9][C:8]([C:11]2[S:15][CH:14]=[C:13]([C:16](=[N:18][NH:19][C:20]([NH:22][C:23]3[S:27][C:26]([C:28]([OH:30])=[O:29])=[CH:25][CH:24]=3)=[S:21])[CH3:17])[C:12]=2[OH:32])=[CH:7][CH:6]=1)([CH3:2])([CH3:3])[CH3:4]. The yield is 0.0300. (2) The reactants are Cl[C:2]1[N:3]=[N:4][C:5]([C:8]2[CH:13]=[CH:12][C:11]([N:14]3[CH:18]=[CH:17][CH:16]=[N:15]3)=[CH:10][C:9]=2[O:19][CH3:20])=[CH:6][CH:7]=1.CC1(C)C(C)(C)OB([C:29]2[CH2:34][CH2:33][N:32]([C:35]([O:37][C:38]([CH3:41])([CH3:40])[CH3:39])=[O:36])[CH2:31][CH:30]=2)O1. No catalyst specified. The product is [CH3:20][O:19][C:9]1[CH:10]=[C:11]([N:14]2[CH:18]=[CH:17][CH:16]=[N:15]2)[CH:12]=[CH:13][C:8]=1[C:5]1[N:4]=[N:3][C:2]([C:29]2[CH2:34][CH2:33][N:32]([C:35]([O:37][C:38]([CH3:41])([CH3:40])[CH3:39])=[O:36])[CH2:31][CH:30]=2)=[CH:7][CH:6]=1. The yield is 1.00. (3) The catalyst is C(O)C. The product is [CH3:9][O:8][C:6](=[O:7])[CH2:5][CH:4]1[CH:10]([CH3:13])[CH:11]=[N:21][NH:20][C:3]1=[O:2]. The reactants are C[O:2][C:3](=O)[CH:4]([CH:10]([CH3:13])[CH:11]=O)[CH2:5][C:6]([O:8][CH3:9])=[O:7].C(O)(=O)C.O.[NH2:20][NH2:21]. The yield is 0.510. (4) The reactants are CO[C:3]1[C:4]([O:11][CH2:12][C:13]2[CH:18]=[CH:17][C:16]([N+:19]([O-:21])=[O:20])=[CH:15][CH:14]=2)=[C:5]([CH:8]=[CH:9][CH:10]=1)[CH:6]=O.[CH3:22][O:23]C1C=CC2OC(C3C=CC(F)=CC=3)=CC=2C=1. No catalyst specified. The product is [CH3:22][O:23][C:9]1[CH:10]=[CH:3][C:4]2[O:11][C:12]([C:13]3[CH:14]=[CH:15][C:16]([N+:19]([O-:21])=[O:20])=[CH:17][CH:18]=3)=[CH:6][C:5]=2[CH:8]=1. The yield is 0.890. (5) The reactants are C[O-].[Na+].CC1C=CC(S([CH2:14][N+:15]#[C-:16])(=O)=O)=CC=1.[NH2:17][C:18]1[C:23]2=[C:24]([C:29]3[CH:34]=[CH:33][C:32]([NH:35][C:36]([NH:38][C:39]4[CH:44]=[C:43]([C:45]([F:48])([F:47])[F:46])[CH:42]=[CH:41][N:40]=4)=[O:37])=[C:31]([F:49])[CH:30]=3)[C:25]([CH:27]=[O:28])=[CH:26][N:22]2[N:21]=[CH:20][N:19]=1. The catalyst is CCOC(C)=O.CO.C1COCC1. The product is [NH2:17][C:18]1[C:23]2=[C:24]([C:29]3[CH:34]=[CH:33][C:32]([NH:35][C:36]([NH:38][C:39]4[CH:44]=[C:43]([C:45]([F:47])([F:46])[F:48])[CH:42]=[CH:41][N:40]=4)=[O:37])=[C:31]([F:49])[CH:30]=3)[C:25]([C:27]3[O:28][CH:16]=[N:15][CH:14]=3)=[CH:26][N:22]2[N:21]=[CH:20][N:19]=1. The yield is 0.330. (6) The reactants are [Br:1]Br.[Br:3][C:4]1[CH:9]=[CH:8][C:7]([C:10](=[O:12])[CH3:11])=[CH:6][CH:5]=1. The catalyst is ClCCl. The product is [Br:1][CH2:11][C:10]([C:7]1[CH:8]=[CH:9][C:4]([Br:3])=[CH:5][CH:6]=1)=[O:12]. The yield is 0.860.